This data is from Reaction yield outcomes from USPTO patents with 853,638 reactions. The task is: Predict the reaction yield, written as a fraction of the theoretical maximum amount of product (1.0 means a 100% yield; for example, 0.34 means a 34% yield). The reactants are [CH3:1][C:2]1[O:6][N:5]=[C:4]([C:7]2[CH:12]=[CH:11][CH:10]=[CH:9][CH:8]=2)[C:3]=1[CH2:13][NH:14][C:15]1[CH:23]=[CH:22][C:18]([C:19]([OH:21])=O)=[CH:17][N:16]=1.[NH2:24][CH2:25][CH2:26][N:27]1[CH2:31][CH2:30][CH2:29][C:28]1=[O:32]. No catalyst specified. The product is [CH3:1][C:2]1[O:6][N:5]=[C:4]([C:7]2[CH:8]=[CH:9][CH:10]=[CH:11][CH:12]=2)[C:3]=1[CH2:13][NH:14][C:15]1[CH:23]=[CH:22][C:18]([C:19]([NH:24][CH2:25][CH2:26][N:27]2[CH2:31][CH2:30][CH2:29][C:28]2=[O:32])=[O:21])=[CH:17][N:16]=1. The yield is 0.830.